The task is: Predict which catalyst facilitates the given reaction.. This data is from Catalyst prediction with 721,799 reactions and 888 catalyst types from USPTO. (1) Reactant: [CH3:1][O:2][C:3]([C:5]1[N:6]=[CH:7][C:8]2[C:9](=[O:27])[N:10](CC3C=CC(OC)=CC=3OC)[CH:11]=[CH:12][C:13]=2[C:14]=1[OH:15])=[O:4]. Product: [CH3:1][O:2][C:3]([C:5]1[N:6]=[CH:7][C:8]2[C:9](=[O:27])[NH:10][CH:11]=[CH:12][C:13]=2[C:14]=1[OH:15])=[O:4]. The catalyst class is: 67. (2) The catalyst class is: 7. Reactant: [Cl:1][C:2]1[CH:22]=[C:21]([Cl:23])[CH:20]=[CH:19][C:3]=1[CH2:4][C:5]1[C:6]2[CH:14]=[C:13]([C:15]([O:17]C)=[O:16])[CH:12]=[CH:11][C:7]=2[S:8][C:9]=1[CH3:10].CO.[OH-].[Na+]. Product: [C:15]([C:13]1[CH:12]=[CH:11][C:7]2[S:8][C:9]([CH3:10])=[C:5]([CH2:4][C:3]3[CH:19]=[CH:20][C:21]([Cl:23])=[CH:22][C:2]=3[Cl:1])[C:6]=2[CH:14]=1)([OH:17])=[O:16].